From a dataset of Forward reaction prediction with 1.9M reactions from USPTO patents (1976-2016). Predict the product of the given reaction. (1) The product is: [CH2:1]=[CH:2][C:3]([C:9]([C:8]([F:15])([F:14])[F:7])=[O:10])([F:5])[F:4]. Given the reactants [CH2:1]=[CH:2][C:3](Br)([F:5])[F:4].[F:7][C:8]([F:15])([F:14])[C:9](OCC)=[O:10].N#N, predict the reaction product. (2) Given the reactants N1C=CC=[CH:3][C:2]1=O.[Cl:8][C:9]1[CH:10]=[CH:11][C:12]([CH2:15][O:16][C:17]2[CH:22]=[CH:21][N:20]([C:23]3[CH:28]=[CH:27][C:26]([O:29][CH2:30][C@@H:31]4[CH2:35][CH2:34][CH2:33][NH:32]4)=[CH:25][CH:24]=3)[C:19](=[O:36])[CH:18]=2)=[N:13][CH:14]=1, predict the reaction product. The product is: [Cl:8][C:9]1[CH:10]=[CH:11][C:12]([CH2:15][O:16][C:17]2[CH:22]=[CH:21][N:20]([C:23]3[CH:28]=[CH:27][C:26]([O:29][CH2:30][C@@H:31]4[CH2:35][CH2:34][CH2:33][N:32]4[CH2:2][CH3:3])=[CH:25][CH:24]=3)[C:19](=[O:36])[CH:18]=2)=[N:13][CH:14]=1. (3) Given the reactants C([O:3][C:4]([C:6]1([NH:15][S:16]([C:19]2[CH:20]=[CH:21][CH:22]=[C:23]3[C:28]=2[N:27]=[CH:26][CH:25]=[CH:24]3)(=[O:18])=[O:17])[CH2:14][C:13]2[C:8](=[CH:9][CH:10]=[CH:11][CH:12]=2)[CH2:7]1)=[O:5])C.[OH-].[K+].O, predict the reaction product. The product is: [N:27]1[C:28]2[C:23](=[CH:22][CH:21]=[CH:20][C:19]=2[S:16]([NH:15][C:6]2([C:4]([OH:5])=[O:3])[CH2:14][C:13]3[C:8](=[CH:9][CH:10]=[CH:11][CH:12]=3)[CH2:7]2)(=[O:18])=[O:17])[CH:24]=[CH:25][CH:26]=1.